Dataset: Reaction yield outcomes from USPTO patents with 853,638 reactions. Task: Predict the reaction yield, written as a fraction of the theoretical maximum amount of product (1.0 means a 100% yield; for example, 0.34 means a 34% yield). (1) The reactants are [H-].[K+].[CH2:3]([O:5][C:6](=[O:15])[CH:7]([CH2:13][CH3:14])[C:8]([O:10][CH2:11][CH3:12])=[O:9])[CH3:4].Cl[C:17]1[C:26]2[C:21](=[CH:22][CH:23]=[C:24]([I:27])[CH:25]=2)[N:20]=[CH:19][C:18]=1[C:28]#[N:29]. The catalyst is CCCCCC.O1CCCC1. The product is [CH2:3]([O:5][C:6](=[O:15])[C:7]([C:17]1[C:26]2[C:21](=[CH:22][CH:23]=[C:24]([I:27])[CH:25]=2)[N:20]=[CH:19][C:18]=1[C:28]#[N:29])([CH2:13][CH3:14])[C:8]([O:10][CH2:11][CH3:12])=[O:9])[CH3:4]. The yield is 0.850. (2) The reactants are [CH3:1][C:2]1([SH:15])[CH2:7][CH2:6][N:5]([C:8]([O:10][C:11]([CH3:14])([CH3:13])[CH3:12])=[O:9])[CH2:4][CH2:3]1.[Li+].[CH3:17][Si]([N-][Si](C)(C)C)(C)C.CI. The catalyst is C1COCC1. The product is [CH3:1][C:2]1([S:15][CH3:17])[CH2:3][CH2:4][N:5]([C:8]([O:10][C:11]([CH3:14])([CH3:13])[CH3:12])=[O:9])[CH2:6][CH2:7]1. The yield is 0.960. (3) The reactants are S(=O)(=O)(O)[O-].[K+].[C:7]([O:11][C:12]([NH:14][C@H:15]([C:19]1[CH:24]=[CH:23][C:22]([Cl:25])=[CH:21][CH:20]=1)[C:16]([O-:18])=[O:17])=[O:13])([CH3:10])([CH3:9])[CH3:8].[CH:26]1([NH2+]C2CCCCC2)CCCCC1.C[Si](C=[N+]=[N-])(C)C. The catalyst is CCOCC. The product is [CH3:26][O:17][C:16](=[O:18])[C@H:15]([NH:14][C:12]([O:11][C:7]([CH3:10])([CH3:8])[CH3:9])=[O:13])[C:19]1[CH:24]=[CH:23][C:22]([Cl:25])=[CH:21][CH:20]=1. The yield is 0.970. (4) The reactants are [CH3:1][O:2][CH2:3][CH2:4][O:5][CH2:6][C:7]([C:10]1[CH:15]=[CH:14][C:13]([NH:16][C:17](=[O:19])[CH3:18])=[CH:12][C:11]=1[N+:20]([O-])=O)([CH3:9])[CH3:8]. The catalyst is CO.[Ni]. The product is [NH2:20][C:11]1[CH:12]=[C:13]([NH:16][C:17](=[O:19])[CH3:18])[CH:14]=[CH:15][C:10]=1[C:7]([CH3:9])([CH3:8])[CH2:6][O:5][CH2:4][CH2:3][O:2][CH3:1]. The yield is 0.350. (5) The reactants are [CH:1]1([S:6][C:7]2[N:12]=[C:11]3[CH2:13][CH2:14][CH2:15][C:10]3=[C:9]([NH:16][C:17]3[CH:22]=[CH:21][C:20]([CH2:23][C:24]([O:26]CC)=O)=[CH:19][CH:18]=3)[CH:8]=2)[CH2:5][CH2:4][CH2:3][CH2:2]1.[NH3:29]. The catalyst is CO. The product is [CH:1]1([S:6][C:7]2[N:12]=[C:11]3[CH2:13][CH2:14][CH2:15][C:10]3=[C:9]([NH:16][C:17]3[CH:22]=[CH:21][C:20]([CH2:23][C:24]([NH2:29])=[O:26])=[CH:19][CH:18]=3)[CH:8]=2)[CH2:5][CH2:4][CH2:3][CH2:2]1. The yield is 0.690. (6) The reactants are [Br:1][C:2]1[CH:7]=[CH:6][C:5]([NH:8][C:9](=O)[CH3:10])=[C:4]([C:12]([F:15])([F:14])[F:13])[CH:3]=1.C(Cl)Cl.[N-:19]=[N+:20]=[N-:21].[Na+].FC(F)(F)S(OS(C(F)(F)F)(=O)=O)(=O)=O. The catalyst is C(#N)C. The product is [Br:1][C:2]1[CH:7]=[CH:6][C:5]([N:8]2[C:9]([CH3:10])=[N:21][N:20]=[N:19]2)=[C:4]([C:12]([F:15])([F:14])[F:13])[CH:3]=1. The yield is 0.700. (7) The reactants are [Cl:1][C:2]1[CH:3]=[CH:4][C:5]([N:15]2[CH2:19][CH2:18][CH2:17][CH2:16]2)=[C:6]([CH2:8][N:9]2[CH2:14][CH2:13][NH:12][CH2:11][CH2:10]2)[CH:7]=1.[C:20](=O)([O:29]N1C(=O)CCC1=O)[O:21][N:22]1[C:26](=[O:27])[CH2:25][CH2:24][C:23]1=[O:28].ClCCl.C(N(CC)C(C)C)(C)C. The catalyst is O. The product is [Cl:1][C:2]1[CH:3]=[CH:4][C:5]([N:15]2[CH2:19][CH2:18][CH2:17][CH2:16]2)=[C:6]([CH2:8][N:9]2[CH2:10][CH2:11][N:12]([C:20]([O:21][N:22]3[C:26](=[O:27])[CH2:25][CH2:24][C:23]3=[O:28])=[O:29])[CH2:13][CH2:14]2)[CH:7]=1. The yield is 0.280. (8) The reactants are [CH3:1][S:2]([N:5]1[CH2:10][CH2:9][C:8]2[N:11]([CH2:24][CH:25]3[CH2:27][O:26]3)[N:12]=[C:13]([C:14]3[CH:19]=[CH:18][C:17]([C:20]([F:23])([F:22])[F:21])=[CH:16][CH:15]=3)[C:7]=2[CH2:6]1)(=[O:4])=[O:3].[Cl:28][C:29]1[CH:37]=[C:36]2[C:32]([CH:33]=[CH:34][N:35]2[CH:38]2[CH2:43][CH2:42][NH:41][CH2:40][CH2:39]2)=[CH:31][CH:30]=1. The catalyst is CCO. The product is [Cl:28][C:29]1[CH:37]=[C:36]2[C:32]([CH:33]=[CH:34][N:35]2[CH:38]2[CH2:43][CH2:42][N:41]([CH2:27][CH:25]([OH:26])[CH2:24][N:11]3[C:8]4[CH2:9][CH2:10][N:5]([S:2]([CH3:1])(=[O:4])=[O:3])[CH2:6][C:7]=4[C:13]([C:14]4[CH:19]=[CH:18][C:17]([C:20]([F:23])([F:21])[F:22])=[CH:16][CH:15]=4)=[N:12]3)[CH2:40][CH2:39]2)=[CH:31][CH:30]=1. The yield is 0.480.